Dataset: Reaction yield outcomes from USPTO patents with 853,638 reactions. Task: Predict the reaction yield, written as a fraction of the theoretical maximum amount of product (1.0 means a 100% yield; for example, 0.34 means a 34% yield). (1) The catalyst is C1COCC1. The product is [F:20][C:21]([F:40])([F:39])[S:22]([O:19][C:16]1[CH2:15][CH2:14][O:13][CH2:18][CH:17]=1)(=[O:24])=[O:23]. The reactants are C(NC(C)C)(C)C.C([Li])CCC.[O:13]1[CH2:18][CH2:17][C:16](=[O:19])[CH2:15][CH2:14]1.[F:20][C:21]([F:40])([F:39])[S:22](N(C1C=CC=CC=1)[S:22]([C:21]([F:40])([F:39])[F:20])(=[O:24])=[O:23])(=[O:24])=[O:23]. The yield is 0.151. (2) The reactants are [N:1]1[CH:6]=[CH:5][CH:4]=[C:3]([CH:7]2[NH:19][C:17]3[C:18]4[C:9](=[N:10][NH:11][C:12](=[O:20])[C:13]=4[CH:14]=[CH:15][CH:16]=3)[CH:8]2[C:21]2[CH:22]=[N:23][CH:24]=[CH:25][CH:26]=2)[CH:2]=1. The catalyst is CO.[Pt](=O)=O. The product is [NH:23]1[CH2:24][CH2:25][CH2:26][CH:21]([CH:8]2[C:9]3=[N:10][NH:11][C:12](=[O:20])[C:13]4[CH:14]=[CH:15][CH:16]=[C:17]([C:18]=43)[NH:19][CH:7]2[C:3]2[CH:2]=[N:1][CH:6]=[CH:5][CH:4]=2)[CH2:22]1. The yield is 0.0400.